This data is from Full USPTO retrosynthesis dataset with 1.9M reactions from patents (1976-2016). The task is: Predict the reactants needed to synthesize the given product. The reactants are: [C:1]([O:5][C:6]([N:8]1[CH2:13][CH2:12][NH:11][CH2:10][CH2:9]1)=[O:7])([CH3:4])([CH3:3])[CH3:2].[F:14][C:15]1[CH:20]=[CH:19][C:18]([C:21]2[N:25]=[C:24]([C:26]3[CH:31]=[CH:30][C:29]([F:32])=[CH:28][CH:27]=3)[N:23]([CH2:33][C:34](Cl)=[O:35])[N:22]=2)=[CH:17][CH:16]=1.C(N(CC)CC)C. Given the product [C:1]([O:5][C:6]([N:8]1[CH2:13][CH2:12][N:11]([C:34](=[O:35])[CH2:33][N:23]2[C:24]([C:26]3[CH:27]=[CH:28][C:29]([F:32])=[CH:30][CH:31]=3)=[N:25][C:21]([C:18]3[CH:19]=[CH:20][C:15]([F:14])=[CH:16][CH:17]=3)=[N:22]2)[CH2:10][CH2:9]1)=[O:7])([CH3:4])([CH3:2])[CH3:3], predict the reactants needed to synthesize it.